Dataset: Reaction yield outcomes from USPTO patents with 853,638 reactions. Task: Predict the reaction yield, written as a fraction of the theoretical maximum amount of product (1.0 means a 100% yield; for example, 0.34 means a 34% yield). (1) The reactants are [O:1]1[CH2:6][CH2:5][N:4]([CH2:7][CH2:8][O:9][CH:10]2[CH2:15][CH2:14][N:13](C(OC(C)(C)C)=O)[CH2:12][CH2:11]2)[CH2:3][CH2:2]1.CC(O)C. The catalyst is C(OCC)(=O)C. The product is [NH:13]1[CH2:12][CH2:11][CH:10]([O:9][CH2:8][CH2:7][N:4]2[CH2:5][CH2:6][O:1][CH2:2][CH2:3]2)[CH2:15][CH2:14]1. The yield is 0.650. (2) The reactants are C([O:4][CH2:5][C:6]1[C:7]([N:27]2[C:39](=[O:40])[C:38]3[S:37][C:36]4[CH2:35][CH2:34][CH2:33][CH2:32][C:31]=4[C:30]=3[CH:29]=[N:28]2)=[N:8][CH:9]=[CH:10][C:11]=1[C:12]1[CH:17]=[C:16]([NH:18][C:19]2[CH:23]=[C:22]([CH3:24])[O:21][N:20]=2)[C:15](=[O:25])[N:14]([CH3:26])[CH:13]=1)(=O)C.[OH-].[Li+]. The catalyst is C1COCC1.C(O)(C)C.O. The product is [OH:4][CH2:5][C:6]1[C:7]([N:27]2[C:39](=[O:40])[C:38]3[S:37][C:36]4[CH2:35][CH2:34][CH2:33][CH2:32][C:31]=4[C:30]=3[CH:29]=[N:28]2)=[N:8][CH:9]=[CH:10][C:11]=1[C:12]1[CH:17]=[C:16]([NH:18][C:19]2[CH:23]=[C:22]([CH3:24])[O:21][N:20]=2)[C:15](=[O:25])[N:14]([CH3:26])[CH:13]=1. The yield is 0.600. (3) The reactants are [Br:1][C:2]1[CH:8]=[CH:7][C:5]([NH2:6])=[CH:4][C:3]=1[N+:9]([O-:11])=[O:10].N1C=CC=CC=1.[C:18]1([S:24](Cl)(=[O:26])=[O:25])[CH:23]=[CH:22][CH:21]=[CH:20][CH:19]=1. The catalyst is C(Cl)Cl.O. The product is [Br:1][C:2]1[CH:8]=[CH:7][C:5]([NH:6][S:24]([C:18]2[CH:23]=[CH:22][CH:21]=[CH:20][CH:19]=2)(=[O:26])=[O:25])=[CH:4][C:3]=1[N+:9]([O-:11])=[O:10]. The yield is 0.470. (4) The reactants are [CH3:1][O:2][C:3]1[CH:4]=[C:5]2[C:10](=[CH:11][C:12]=1[O:13][CH3:14])[N:9]=[CH:8][CH:7]=[C:6]2[O:15][C:16]1[C:22]([CH3:23])=[CH:21][C:19]([NH2:20])=[C:18]([CH3:24])[CH:17]=1.ClC(Cl)(O[C:29](=[O:35])[O:30][C:31](Cl)(Cl)Cl)Cl.[CH3:37][O:38][C:39]1C=[CH:43][CH:42]=[CH:41][C:40]=1O.C(=O)(O)[O-].[Na+]. The catalyst is C(Cl)Cl.C(N(CC)CC)C.C1(C)C=CC=CC=1. The product is [CH3:1][O:2][C:3]1[CH:4]=[C:5]2[C:10](=[CH:11][C:12]=1[O:13][CH3:14])[N:9]=[CH:8][CH:7]=[C:6]2[O:15][C:16]1[C:22]([CH3:23])=[CH:21][C:19]([NH:20][C:29](=[O:35])[O:30][C:31]2[CH:43]=[CH:42][CH:41]=[CH:40][C:39]=2[O:38][CH3:37])=[C:18]([CH3:24])[CH:17]=1. The yield is 0.510.